Dataset: Forward reaction prediction with 1.9M reactions from USPTO patents (1976-2016). Task: Predict the product of the given reaction. The product is: [CH3:16][S:14]([CH2:8][C:7]1[CH:10]=[CH:11][C:4]([N+:1]([O-:3])=[O:2])=[CH:5][CH:6]=1)(=[O:15])=[O:12]. Given the reactants [N+:1]([C:4]1[CH:11]=[CH:10][C:7]([CH2:8]Cl)=[CH:6][CH:5]=1)([O-:3])=[O:2].[O:12]([S:14]([CH3:16])=[O:15])[Na], predict the reaction product.